Dataset: Catalyst prediction with 721,799 reactions and 888 catalyst types from USPTO. Task: Predict which catalyst facilitates the given reaction. (1) Reactant: [OH-].[Na+:2].[P:3]([O-:7])([OH:6])([OH:5])=[O:4].[K+].[P:9]([O-:13])([O-:12])([OH:11])=[O:10].[Na+].[Na+]. Product: [P:3]([O-:7])([O-:6])([OH:5])=[O:4].[Na+:2].[Na+:2].[P:9](=[O:10])([OH:13])([OH:12])[OH:11]. The catalyst class is: 6. (2) Reactant: Br[C:2]1[CH:3]=[CH:4][C:5]([CH:8]=[O:9])=[N:6][CH:7]=1.C(=O)([O-])[O-].[Na+].[Na+].[F:16][C:17]([F:28])([F:27])[C:18]1[CH:23]=[CH:22][C:21](B(O)O)=[CH:20][CH:19]=1. Product: [F:16][C:17]([F:28])([F:27])[C:18]1[CH:23]=[CH:22][C:21]([C:2]2[CH:3]=[CH:4][C:5]([CH:8]=[O:9])=[N:6][CH:7]=2)=[CH:20][CH:19]=1. The catalyst class is: 104. (3) Reactant: [CH2:1]([C:3]1[CH:4]=[C:5]2[C:9](=[CH:10][CH:11]=1)[NH:8][CH:7]=[C:6]2[CH2:12][CH2:13][C:14]([OH:16])=[O:15])[CH3:2].C([Li])CCC.[C:22]1([S:28](Cl)(=[O:30])=[O:29])[CH:27]=[CH:26][CH:25]=[CH:24][CH:23]=1. Product: [C:22]1([S:28]([N:8]2[C:9]3[C:5](=[CH:4][C:3]([CH2:1][CH3:2])=[CH:11][CH:10]=3)[C:6]([CH2:12][CH2:13][C:14]([OH:16])=[O:15])=[CH:7]2)(=[O:30])=[O:29])[CH:27]=[CH:26][CH:25]=[CH:24][CH:23]=1. The catalyst class is: 1.